This data is from Full USPTO retrosynthesis dataset with 1.9M reactions from patents (1976-2016). The task is: Predict the reactants needed to synthesize the given product. (1) Given the product [CH:7]1[CH:8]=[C:2]([C:1]([OH:10])=[O:9])[C:3]([OH:4])=[CH:5][CH:6]=1, predict the reactants needed to synthesize it. The reactants are: [C:1]([O:10]C)(=[O:9])[C:2]1[C:3](=[CH:5][CH:6]=[CH:7][CH:8]=1)[OH:4].C(=O)([O-])[O-].[K+].[K+]. (2) Given the product [Br:1][C:2]1[CH:9]=[CH:8][C:5]([C:6]#[N:7])=[C:4]([O:12][CH3:11])[CH:3]=1, predict the reactants needed to synthesize it. The reactants are: [Br:1][C:2]1[CH:9]=[CH:8][C:5]([C:6]#[N:7])=[C:4](F)[CH:3]=1.[CH3:11][O-:12].[Na+]. (3) Given the product [CH2:1]([O:8][C:9]([NH:11][C@@H:12]([C:15]1[NH:19][N:18]=[N:17][N:16]=1)[CH2:13][CH3:14])=[O:10])[C:2]1[CH:7]=[CH:6][CH:5]=[CH:4][CH:3]=1, predict the reactants needed to synthesize it. The reactants are: [CH2:1]([O:8][C:9]([NH:11][C@@H:12]([C:15]#[N:16])[CH2:13][CH3:14])=[O:10])[C:2]1[CH:7]=[CH:6][CH:5]=[CH:4][CH:3]=1.[N-:17]=[N+:18]=[N-:19].[Na+].Cl. (4) Given the product [CH3:13][O:14][CH2:15][C:16]1[NH:9][C:8]([C:4]2[CH:5]=[CH:6][CH:7]=[CH:2][C:3]=2[O:11][CH2:12][C:24]2[CH:29]=[CH:28][CH:27]=[CH:26][CH:25]=2)=[N:10][C:18](=[O:20])[CH:17]=1, predict the reactants needed to synthesize it. The reactants are: F[C:2]1[C:3]([O:11][CH3:12])=[C:4]([C:8](=[NH:10])[NH2:9])[CH:5]=[CH:6][CH:7]=1.[CH3:13][O:14][CH2:15][C:16](=O)[CH2:17][C:18]([O:20]C)=O.O=[C:24]1[CH2:29][CH2:28][CH2:27][CH2:26][CH:25]1C([O-])=O. (5) Given the product [C:12]([C:13]1[CH:14]=[C:15]([NH2:16])[N:8]([C:5]2[CH:6]=[CH:7][C:2]([CH3:10])=[CH:3][CH:4]=2)[N:9]=1)([CH3:19])([CH3:18])[CH3:11], predict the reactants needed to synthesize it. The reactants are: Cl.[C:2]1([CH3:10])[CH:7]=[CH:6][C:5]([NH:8][NH2:9])=[CH:4][CH:3]=1.[CH3:11][C:12]([CH3:19])([CH3:18])[C:13](=O)[CH2:14][C:15]#[N:16].Cl. (6) Given the product [C:1]([O:4][C@@H:5]1[C@@H:10]([O:11][C:12](=[O:14])[CH3:13])[C@H:9]([O:15][C:16](=[O:18])[CH3:17])[C@@H:8]([CH2:19][O:20][C:21](=[O:23])[CH3:22])[O:7][C@H:6]1[O:24][C:25]1[C:29]([CH2:30][C:31]2[CH:32]=[CH:33][C:34]([O:37][CH2:54][C@@H:55]3[O:57][CH2:56]3)=[CH:35][CH:36]=2)=[C:28]([CH:38]([CH3:40])[CH3:39])[NH:27][N:26]=1)(=[O:3])[CH3:2], predict the reactants needed to synthesize it. The reactants are: [C:1]([O:4][C@@H:5]1[C@@H:10]([O:11][C:12](=[O:14])[CH3:13])[C@H:9]([O:15][C:16](=[O:18])[CH3:17])[C@@H:8]([CH2:19][O:20][C:21](=[O:23])[CH3:22])[O:7][C@H:6]1[O:24][C:25]1[C:29]([CH2:30][C:31]2[CH:36]=[CH:35][C:34]([OH:37])=[CH:33][CH:32]=2)=[C:28]([CH:38]([CH3:40])[CH3:39])[NH:27][N:26]=1)(=[O:3])[CH3:2].[N+](C1C=C(S(O[CH2:54][C@@H:55]2[O:57][CH2:56]2)(=O)=O)C=CC=1)([O-])=O.C(=O)([O-])[O-].[Cs+].[Cs+].O. (7) Given the product [N+:12]([C:8]1[CH:9]=[CH:10][CH:11]=[C:4]([O:30][CH2:29][CH:21]2[O:20][C@@H:19]3[O:31][C:16]([CH3:32])([CH3:15])[O:17][C@H:18]3[C@H:23]3[O:24][C:25]([CH3:28])([CH3:27])[O:26][C@@H:22]23)[C:5]=1[C:6]#[N:7])([O-:14])=[O:13], predict the reactants needed to synthesize it. The reactants are: [N+]([C:4]1[CH:11]=[CH:10][CH:9]=[C:8]([N+:12]([O-:14])=[O:13])[C:5]=1[C:6]#[N:7])([O-])=O.[CH3:15][C:16]1([CH3:32])[O:31][C@H:19]2[O:20][CH:21]([CH2:29][OH:30])[C@@H:22]3[O:26][C:25]([CH3:28])([CH3:27])[O:24][C@@H:23]3[C@@H:18]2[O:17]1. (8) Given the product [ClH:28].[Br:1][C:2]1[CH:3]=[CH:4][C:5]([S:8]([O:11][C@@H:12]2[CH2:16][NH:15][C@H:14]([C:24]([O:26][CH3:27])=[O:25])[CH2:13]2)(=[O:10])=[O:9])=[CH:6][CH:7]=1, predict the reactants needed to synthesize it. The reactants are: [Br:1][C:2]1[CH:7]=[CH:6][C:5]([S:8]([O:11][C@@H:12]2[CH2:16][N:15](C(OC(C)(C)C)=O)[C@H:14]([C:24]([O:26][CH3:27])=[O:25])[CH2:13]2)(=[O:10])=[O:9])=[CH:4][CH:3]=1.[ClH:28].O1CCOCC1. (9) Given the product [Cl:1][C:2]1[CH:3]=[CH:4][C:5]([C@@H:8]([S:10][C:11]2[N:12]=[C:13]([NH:22][C@@H:23]([CH2:24][OH:25])[CH2:26][CH:27]([CH3:28])[CH3:29])[C:14]3[S:19][C:18](=[O:20])[NH:17][C:15]=3[N:16]=2)[CH3:9])=[N:6][CH:7]=1, predict the reactants needed to synthesize it. The reactants are: [Cl:1][C:2]1[CH:3]=[CH:4][C:5]([C@@H:8]([S:10][C:11]2[N:12]=[C:13]([NH:22][C@H:23]([CH2:26][CH:27]([CH3:29])[CH3:28])[CH2:24][OH:25])[C:14]3[S:19][C:18]([O:20]C)=[N:17][C:15]=3[N:16]=2)[CH3:9])=[N:6][CH:7]=1. (10) Given the product [Cl:23][C:24]1[CH:32]=[CH:31][C:27]([C:28]([N:2]([CH3:1])[CH2:3][C:4]2[CH:5]=[CH:6][C:7]([C:10]([N:12]3[CH2:18][C:17]4([CH3:20])[CH2:19][CH:13]3[CH2:14][C:15]([CH3:22])([CH3:21])[CH2:16]4)=[O:11])=[CH:8][CH:9]=2)=[O:29])=[CH:26][N:25]=1, predict the reactants needed to synthesize it. The reactants are: [CH3:1][NH:2][CH2:3][C:4]1[CH:9]=[CH:8][C:7]([C:10]([N:12]2[CH2:18][C:17]3([CH3:20])[CH2:19][CH:13]2[CH2:14][C:15]([CH3:22])([CH3:21])[CH2:16]3)=[O:11])=[CH:6][CH:5]=1.[Cl:23][C:24]1[CH:32]=[CH:31][C:27]([C:28](Cl)=[O:29])=[CH:26][N:25]=1.